Dataset: Forward reaction prediction with 1.9M reactions from USPTO patents (1976-2016). Task: Predict the product of the given reaction. (1) Given the reactants NS(C1C=CC(NC2SC(C#N)=C(N)N=2)=CC=1)(=O)=O.S.[NH2:21][S:22]([C:25]1[CH:30]=[CH:29][C:28]([NH:31][C:32]2[S:33][C:34]([C:38](=[S:40])[NH2:39])=[C:35]([NH2:37])[N:36]=2)=[CH:27][CH:26]=1)(=[O:24])=[O:23].Br[CH2:42][C:43]([C:45]1[CH:50]=[CH:49][CH:48]=[CH:47][CH:46]=1)=O, predict the reaction product. The product is: [NH2:37][C:35]1[N:36]=[C:32]([NH:31][C:28]2[CH:29]=[CH:30][C:25]([S:22]([NH2:21])(=[O:24])=[O:23])=[CH:26][CH:27]=2)[S:33][C:34]=1[C:38]1[S:40][CH:42]=[C:43]([C:45]2[CH:50]=[CH:49][CH:48]=[CH:47][CH:46]=2)[N:39]=1. (2) Given the reactants CC1CC[CH2:5][N:6]=1.ClN1[C:12](=[O:13])CCC1=O.C[O-:16].[Na+].[Cl:18][C:19]1[CH:23]=[CH:22][NH:21][C:20]=1[C:24]([O:26][CH3:27])=[O:25], predict the reaction product. The product is: [Cl:18][C:19]1[CH:23]=[CH:22][N:21]([NH:6][C:5]([O:13][CH3:12])=[O:16])[C:20]=1[C:24]([O:26][CH3:27])=[O:25]. (3) Given the reactants [Cl:1][C:2]1[CH:3]=[C:4]([N:10]2[C:14]([C:15](N(OC)C)=[O:16])=[CH:13][N:12]=[CH:11]2)[CH:5]=[CH:6][C:7]=1[C:8]#[N:9].[Cl:21][C:22]1[CH:27]=[CH:26][C:25]([Mg]Br)=[CH:24][CH:23]=1.CCCCCCC, predict the reaction product. The product is: [Cl:1][C:2]1[CH:3]=[C:4]([N:10]2[C:14]([C:15](=[O:16])[C:25]3[CH:26]=[CH:27][C:22]([Cl:21])=[CH:23][CH:24]=3)=[CH:13][N:12]=[CH:11]2)[CH:5]=[CH:6][C:7]=1[C:8]#[N:9].